This data is from Reaction yield outcomes from USPTO patents with 853,638 reactions. The task is: Predict the reaction yield, written as a fraction of the theoretical maximum amount of product (1.0 means a 100% yield; for example, 0.34 means a 34% yield). (1) The reactants are [Cl:1][C:2]1[C:3]([F:31])=[C:4]([CH:8]2[C:12]([C:15]3[CH:20]=[CH:19][C:18]([Cl:21])=[CH:17][C:16]=3[F:22])([C:13]#[N:14])[CH:11]([CH2:23][C:24]([CH3:27])([CH3:26])[CH3:25])[NH:10][CH:9]2[C:28](O)=[O:29])[CH:5]=[CH:6][CH:7]=1.[CH3:32][C:33]([O:42][CH2:43][C@H:44]1[CH2:46][O:45]1)([CH3:41])[CH2:34][N:35]1[CH:39]=[CH:38][C:37]([NH2:40])=[N:36]1.CN(C(ON1N=NC2C=CC=NC1=2)=[N+](C)C)C.F[P-](F)(F)(F)(F)F.CCN(C(C)C)C(C)C. The catalyst is C(Cl)Cl. The product is [CH3:41][C:33]([O:42][CH2:43][C@H:44]1[CH2:46][O:45]1)([CH3:32])[CH2:34][N:35]1[CH:39]=[CH:38][C:37]([NH:40][C:28]([CH:9]2[CH:8]([C:4]3[CH:5]=[CH:6][CH:7]=[C:2]([Cl:1])[C:3]=3[F:31])[C:12]([C:15]3[CH:20]=[CH:19][C:18]([Cl:21])=[CH:17][C:16]=3[F:22])([C:13]#[N:14])[CH:11]([CH2:23][C:24]([CH3:27])([CH3:26])[CH3:25])[NH:10]2)=[O:29])=[N:36]1. The yield is 0.280. (2) The reactants are [Cl:1][C:2]([Cl:45])([Cl:44])[CH2:3][O:4][C:5]([C@@H:7]1[CH2:12][CH2:11][CH2:10][N:9]([C:13](=[O:43])[C@@H:14]([NH:35][C:36](OC(C)(C)C)=[O:37])[C@H:15]([O:17][Si:18]([C:31]([CH3:34])([CH3:33])[CH3:32])([C:25]2[CH:30]=[CH:29][CH:28]=[CH:27][CH:26]=2)[C:19]2[CH:24]=[CH:23][CH:22]=[CH:21][CH:20]=2)[CH3:16])[NH:8]1)=[O:6].FC(F)(F)S(O[Si](C)(C)C)(=O)=O.C(N(CC)C(C)C)(C)C.[C:67]([O:71][C:72]([NH:74][C@@H:75]([CH:79]([CH3:81])[CH3:80])C(O)=O)=[O:73])([CH3:70])([CH3:69])[CH3:68].C[NH3+].F[P-](F)(F)(F)(F)F.N1(OC(N(C)C)=[N+](C)C)C2N=CC=CC=2N=N1.F[P-](F)(F)(F)(F)F. The catalyst is ClCCl.C(#N)C. The product is [Cl:44][C:2]([Cl:1])([Cl:45])[CH2:3][O:4][C:5]([C@@H:7]1[CH2:12][CH2:11][CH2:10][N:9]([C:13](=[O:43])[C@@H:14]([NH:35][C:36](=[O:37])[C@@H:75]([NH:74][C:72]([O:71][C:67]([CH3:69])([CH3:68])[CH3:70])=[O:73])[CH:79]([CH3:81])[CH3:80])[C@H:15]([O:17][Si:18]([C:31]([CH3:34])([CH3:32])[CH3:33])([C:19]2[CH:24]=[CH:23][CH:22]=[CH:21][CH:20]=2)[C:25]2[CH:30]=[CH:29][CH:28]=[CH:27][CH:26]=2)[CH3:16])[NH:8]1)=[O:6]. The yield is 0.460. (3) The reactants are [Br:1][C:2]1[C:6]([C:7]([F:10])([F:9])[F:8])=[N:5][N:4]([CH3:11])[C:3]=1[C:12]1[CH:13]=[C:14]([NH2:20])[CH:15]=[CH:16][C:17]=1[O:18][CH3:19].[F:21][C:22]1[CH:27]=[CH:26][C:25]([N:28]=[C:29]=[O:30])=[CH:24][CH:23]=1. The catalyst is C(Cl)Cl. The product is [Br:1][C:2]1[C:6]([C:7]([F:10])([F:8])[F:9])=[N:5][N:4]([CH3:11])[C:3]=1[C:12]1[CH:13]=[C:14]([NH:20][C:29]([NH:28][C:25]2[CH:26]=[CH:27][C:22]([F:21])=[CH:23][CH:24]=2)=[O:30])[CH:15]=[CH:16][C:17]=1[O:18][CH3:19]. The yield is 0.640. (4) The reactants are [NH2:1][C:2]1[CH:9]=[CH:8][C:5]([C:6]#[N:7])=[CH:4][C:3]=1Cl.C(O[C:14]([SH:16])=[S:15])C.[K]. The catalyst is CN(C=O)C. The product is [SH:16][C:14]1[S:15][C:3]2[CH:4]=[C:5]([C:6]#[N:7])[CH:8]=[CH:9][C:2]=2[N:1]=1. The yield is 0.970.